This data is from Reaction yield outcomes from USPTO patents with 853,638 reactions. The task is: Predict the reaction yield, written as a fraction of the theoretical maximum amount of product (1.0 means a 100% yield; for example, 0.34 means a 34% yield). (1) The reactants are C(N(CC)CC)C.[CH:8]([C:10]1[C:18]2[C:13](=[CH:14][CH:15]=[CH:16][CH:17]=2)[N:12](C(OC(C)(C)C)=O)[CH:11]=1)=[O:9].[CH:26](=[N:33][C:34]1[CH:35]=[N:36][C:37]([O:42][CH3:43])=[C:38]([O:40][CH3:41])[CH:39]=1)[C:27]1[CH:32]=[CH:31][CH:30]=[CH:29][CH:28]=1. The catalyst is [Cl-].C([N+]1C(C)=C(CCO)SC=1)C1C=CC=CC=1.C(O)C. The product is [CH3:41][O:40][C:38]1[CH:39]=[C:34]([NH:33][CH:26]([C:27]2[CH:32]=[CH:31][CH:30]=[CH:29][CH:28]=2)[C:8]([C:10]2[C:18]3[C:13](=[CH:14][CH:15]=[CH:16][CH:17]=3)[NH:12][CH:11]=2)=[O:9])[CH:35]=[N:36][C:37]=1[O:42][CH3:43]. The yield is 0.0200. (2) The reactants are [OH:1][C:2]1[CH:12]=[CH:11][C:5]([O:6][CH2:7][C:8](O)=[O:9])=[CH:4][CH:3]=1.O1CCCC1.B. The catalyst is O1CCCC1. The product is [OH:9][CH2:8][CH2:7][O:6][C:5]1[CH:11]=[CH:12][C:2]([OH:1])=[CH:3][CH:4]=1. The yield is 0.940. (3) The reactants are [O:1]([C:8]1[CH:13]=[CH:12][C:11]([C:14]2[C:22]3[C:17](=[N:18][CH:19]=[N:20][C:21]=3[NH2:23])[NH:16][N:15]=2)=[CH:10][CH:9]=1)[C:2]1[CH:7]=[CH:6][CH:5]=[CH:4][CH:3]=1.F[C:25]1[CH:32]=[CH:31][C:28]([CH:29]=[O:30])=[CH:27][CH:26]=1.C(=O)([O-])[O-].[Cs+].[Cs+]. The catalyst is CN(C=O)C. The product is [NH2:23][C:21]1[N:20]=[CH:19][N:18]=[C:17]2[N:16]([C:25]3[CH:32]=[CH:31][C:28]([CH:29]=[O:30])=[CH:27][CH:26]=3)[N:15]=[C:14]([C:11]3[CH:12]=[CH:13][C:8]([O:1][C:2]4[CH:7]=[CH:6][CH:5]=[CH:4][CH:3]=4)=[CH:9][CH:10]=3)[C:22]=12. The yield is 0.920.